This data is from Reaction yield outcomes from USPTO patents with 853,638 reactions. The task is: Predict the reaction yield, written as a fraction of the theoretical maximum amount of product (1.0 means a 100% yield; for example, 0.34 means a 34% yield). (1) The reactants are CN1CCCC1=O.O.[Li+].[Li+].SCC([O-])=O.SCC([O-])=O.[CH2:21]([N:28]1[CH2:35][CH:34]2[O:36][CH:30]([CH2:31][N:32](S(C3C=CC([N+]([O-])=O)=CC=3)(=O)=O)[CH2:33]2)[CH2:29]1)[C:22]1[CH:27]=[CH:26][CH:25]=[CH:24][CH:23]=1.Cl. The catalyst is CC(O)C.C1(C)C=CC=CC=1. The product is [CH2:21]([N:28]1[CH2:35][CH:34]2[O:36][CH:30]([CH2:31][NH:32][CH2:33]2)[CH2:29]1)[C:22]1[CH:23]=[CH:24][CH:25]=[CH:26][CH:27]=1. The yield is 0.880. (2) The reactants are [CH3:1][C:2]1[S:6]/[C:5](=[N:7]\[C:8]([C:10]2[CH:22]=[CH:21][CH:20]=[CH:19][C:11]=2[C:12]([O:14]C(C)(C)C)=[O:13])=[O:9])/[N:4]([CH2:23][C:24]2[C:33]3[C:28](=[CH:29][CH:30]=[CH:31][CH:32]=3)[CH:27]=[CH:26][CH:25]=2)[CH:3]=1.Cl.O1CCOCC1. The catalyst is C(O)(=O)C. The product is [CH3:1][C:2]1[S:6]/[C:5](=[N:7]\[C:8]([C:10]2[CH:22]=[CH:21][CH:20]=[CH:19][C:11]=2[C:12]([OH:14])=[O:13])=[O:9])/[N:4]([CH2:23][C:24]2[C:33]3[C:28](=[CH:29][CH:30]=[CH:31][CH:32]=3)[CH:27]=[CH:26][CH:25]=2)[CH:3]=1. The yield is 0.656.